This data is from NCI-60 drug combinations with 297,098 pairs across 59 cell lines. The task is: Regression. Given two drug SMILES strings and cell line genomic features, predict the synergy score measuring deviation from expected non-interaction effect. Drug 1: CS(=O)(=O)C1=CC(=C(C=C1)C(=O)NC2=CC(=C(C=C2)Cl)C3=CC=CC=N3)Cl. Drug 2: CN1CCC(CC1)COC2=C(C=C3C(=C2)N=CN=C3NC4=C(C=C(C=C4)Br)F)OC. Cell line: UACC62. Synergy scores: CSS=10.5, Synergy_ZIP=-1.47, Synergy_Bliss=3.20, Synergy_Loewe=-1.12, Synergy_HSA=2.38.